From a dataset of Forward reaction prediction with 1.9M reactions from USPTO patents (1976-2016). Predict the product of the given reaction. Given the reactants [C:1]([C:3]1[CH:4]=[C:5]([C:9]2[CH:14]=[CH:13][C:12](=[O:15])[N:11]([CH2:16][C:17]3[CH:18]=[C:19]([C:23]4[N:28]=[CH:27][C:26]([N:29]5[CH2:34][CH2:33][N:32](NC(OC(C)(C)C)=O)[CH2:31][CH2:30]5)=[CH:25][N:24]=4)[CH:20]=[CH:21][CH:22]=3)[N:10]=2)[CH:6]=[CH:7][CH:8]=1)#[N:2].Cl, predict the reaction product. The product is: [O:15]=[C:12]1[N:11]([CH2:16][C:17]2[CH:22]=[CH:21][CH:20]=[C:19]([C:23]3[N:28]=[CH:27][C:26]([N:29]4[CH2:34][CH2:33][NH:32][CH2:31][CH2:30]4)=[CH:25][N:24]=3)[CH:18]=2)[N:10]=[C:9]([C:5]2[CH:4]=[C:3]([CH:8]=[CH:7][CH:6]=2)[C:1]#[N:2])[CH:14]=[CH:13]1.